Dataset: Catalyst prediction with 721,799 reactions and 888 catalyst types from USPTO. Task: Predict which catalyst facilitates the given reaction. (1) Reactant: C1(P(C2C=CC=CC=2)C2C=CC=CC=2)C=CC=CC=1.BrN1C(=O)CCC1=O.[Cl:28][C:29]1[CH:30]=[C:31]([CH:44]([CH2:48][CH:49]2[CH2:54][CH2:53][CH2:52][CH2:51][CH2:50]2)[C:45](O)=[O:46])[CH:32]=[CH:33][C:34]=1[N:35]1[C:39]([C:40]([F:43])([F:42])[F:41])=[N:38][N:37]=[N:36]1.[NH2:55][C:56]1[S:57][CH:58]=[CH:59][N:60]=1. Product: [Cl:28][C:29]1[CH:30]=[C:31]([CH:44]([CH2:48][CH:49]2[CH2:54][CH2:53][CH2:52][CH2:51][CH2:50]2)[C:45]([NH:55][C:56]2[S:57][CH:58]=[CH:59][N:60]=2)=[O:46])[CH:32]=[CH:33][C:34]=1[N:35]1[C:39]([C:40]([F:43])([F:42])[F:41])=[N:38][N:37]=[N:36]1. The catalyst class is: 2. (2) Reactant: [CH:1]([N:4]([C:18]([C:20]1[CH:28]=[C:27]2[C:23]([C:24]([CH3:37])([CH3:36])[C:25](=[O:35])[N:26]2[CH2:29][CH2:30][CH2:31][CH2:32][O:33][CH3:34])=[CH:22][CH:21]=1)=[O:19])[C@@H:5]1[CH2:10][CH2:9][CH2:8][N:7]([C:11]([O:13][C:14]([CH3:17])([CH3:16])[CH3:15])=[O:12])[CH2:6]1)([CH3:3])[CH3:2].C1C(=O)N([Cl:45])C(=O)C1.CN(C=O)C. Product: [Cl:45][C:21]1[CH:22]=[C:23]2[C:27](=[CH:28][C:20]=1[C:18]([N:4]([CH:1]([CH3:3])[CH3:2])[C@@H:5]1[CH2:10][CH2:9][CH2:8][N:7]([C:11]([O:13][C:14]([CH3:17])([CH3:16])[CH3:15])=[O:12])[CH2:6]1)=[O:19])[N:26]([CH2:29][CH2:30][CH2:31][CH2:32][O:33][CH3:34])[C:25](=[O:35])[C:24]2([CH3:36])[CH3:37]. The catalyst class is: 6. (3) Reactant: Cl[C:2]1[CH:11]=[CH:10][C:9]2[C:8]([C:12]([NH:14][CH2:15][CH:16]3[CH2:21][CH2:20][CH2:19][CH2:18][CH2:17]3)=[O:13])=[C:7]([Cl:22])[CH:6]=[CH:5][C:4]=2[N:3]=1.[NH:23]1[CH2:27][CH2:26][C@H:25]([NH2:28])[CH2:24]1. Product: [NH2:28][C@H:25]1[CH2:26][CH2:27][N:23]([C:2]2[CH:11]=[CH:10][C:9]3[C:8]([C:12]([NH:14][CH2:15][CH:16]4[CH2:21][CH2:20][CH2:19][CH2:18][CH2:17]4)=[O:13])=[C:7]([Cl:22])[CH:6]=[CH:5][C:4]=3[N:3]=2)[CH2:24]1. The catalyst class is: 10. (4) Reactant: [CH2:1]([N:3]1[C:7]2=[N:8][C:9]([CH2:21][O:22][CH3:23])=[C:10]([CH2:19][OH:20])[C:11]([C:12]3[CH:13]=[N:14][CH:15]=[C:16]([CH3:18])[CH:17]=3)=[C:6]2[CH:5]=[N:4]1)[CH3:2].CCN(CC)CC. Product: [CH2:1]([N:3]1[C:7]2=[N:8][C:9]([CH2:21][O:22][CH3:23])=[C:10]([CH:19]=[O:20])[C:11]([C:12]3[CH:13]=[N:14][CH:15]=[C:16]([CH3:18])[CH:17]=3)=[C:6]2[CH:5]=[N:4]1)[CH3:2]. The catalyst class is: 6. (5) Reactant: Cl.Cl.[CH3:3][C@H:4]1[C:12]2[C:11]([N:13]3[CH2:18][CH2:17][NH:16][CH2:15][CH2:14]3)=[N:10][CH:9]=[N:8][C:7]=2[C@H:6]([OH:19])[CH2:5]1.[C:20]([O:24][C:25]([N:27]([CH:40]([CH3:42])[CH3:41])[CH2:28][CH:29]([C:33]1[CH:38]=[CH:37][C:36]([Cl:39])=[CH:35][CH:34]=1)[C:30](O)=[O:31])=[O:26])([CH3:23])([CH3:22])[CH3:21].CN(C(ON1N=NC2C=CC=CC1=2)=[N+](C)C)C.F[P-](F)(F)(F)(F)F. The catalyst class is: 347. Product: [Cl:39][C:36]1[CH:37]=[CH:38][C:33]([CH:29]([C:30]([N:16]2[CH2:15][CH2:14][N:13]([C:11]3[C:12]4[C@H:4]([CH3:3])[CH2:5][C@@H:6]([OH:19])[C:7]=4[N:8]=[CH:9][N:10]=3)[CH2:18][CH2:17]2)=[O:31])[CH2:28][N:27]([CH:40]([CH3:41])[CH3:42])[C:25](=[O:26])[O:24][C:20]([CH3:22])([CH3:21])[CH3:23])=[CH:34][CH:35]=1. (6) Reactant: Cl[C:2]1[CH:7]=[CH:6][C:5]([S:8]([C:11]2([C:25]3[CH:30]=[C:29]([F:31])[CH:28]=[CH:27][C:26]=3[F:32])[CH2:16][CH2:15][CH:14]([NH:17][S:18]([C:21]([F:24])([F:23])[F:22])(=[O:20])=[O:19])[CH2:13][CH2:12]2)(=[O:10])=[O:9])=[CH:4][CH:3]=1. Product: [C:5]1([S:8]([C:11]2([C:25]3[CH:30]=[C:29]([F:31])[CH:28]=[CH:27][C:26]=3[F:32])[CH2:12][CH2:13][CH:14]([NH:17][S:18]([C:21]([F:23])([F:24])[F:22])(=[O:20])=[O:19])[CH2:15][CH2:16]2)(=[O:9])=[O:10])[CH:4]=[CH:3][CH:2]=[CH:7][CH:6]=1. The catalyst class is: 45. (7) Reactant: [N:1]([O-])=O.[Na+].[F:5][C:6]1[C:12]([F:13])=[C:11]([N:14]2[CH2:19][CH2:18][O:17][CH2:16][CH2:15]2)[CH:10]=[CH:9][C:7]=1[NH2:8].Cl.[CH3:21][O:22][CH2:23][C:24](=[O:30])[CH2:25][C:26]([O:28][CH3:29])=[O:27].CC([O-])=O.[Na+].[OH-].[Na+]. Product: [F:5][C:6]1[C:12]([F:13])=[C:11]([N:14]2[CH2:15][CH2:16][O:17][CH2:18][CH2:19]2)[CH:10]=[CH:9][C:7]=1[NH:8][N:1]=[C:25]([C:24](=[O:30])[CH2:23][O:22][CH3:21])[C:26]([O:28][CH3:29])=[O:27]. The catalyst class is: 72.